This data is from CYP2C9 inhibition data for predicting drug metabolism from PubChem BioAssay. The task is: Regression/Classification. Given a drug SMILES string, predict its absorption, distribution, metabolism, or excretion properties. Task type varies by dataset: regression for continuous measurements (e.g., permeability, clearance, half-life) or binary classification for categorical outcomes (e.g., BBB penetration, CYP inhibition). Dataset: cyp2c9_veith. (1) The result is 0 (non-inhibitor). The drug is CCC(Sc1ccc2nnc(-c3ccc(F)cc3)n2n1)C(=O)O. (2) The molecule is CCOC(=O)c1ccc(N/C(=N\S(=O)(=O)c2ccccc2C)c2ccccc2)cc1. The result is 1 (inhibitor). (3) The molecule is CC(=O)c1cccc(NS(=O)(=O)c2ccc(N/C=C\C(=O)c3ccc(F)cc3)cc2)c1. The result is 1 (inhibitor). (4) The molecule is Cc1cc(OCCn2cc(/C(N)=N/O)c3ccccc32)ccc1Cl. The result is 1 (inhibitor). (5) The compound is O=C(CSc1nnc(-c2ccncc2)n1Cc1ccccc1)Nc1nccs1. The result is 1 (inhibitor).